From a dataset of Full USPTO retrosynthesis dataset with 1.9M reactions from patents (1976-2016). Predict the reactants needed to synthesize the given product. (1) Given the product [CH3:31][C:21]1[CH:26]=[CH:25][C:24]([S:27]([O:9][CH2:8][C:7]([OH:11])([C:1]2[CH:6]=[CH:5][CH:4]=[CH:3][CH:2]=2)[CH3:10])(=[O:29])=[O:28])=[CH:23][CH:22]=1, predict the reactants needed to synthesize it. The reactants are: [C:1]1([C:7]([OH:11])([CH3:10])[CH2:8][OH:9])[CH:6]=[CH:5][CH:4]=[CH:3][CH:2]=1.CCN(C(C)C)C(C)C.[C:21]1([CH3:31])[CH:26]=[CH:25][C:24]([S:27](Cl)(=[O:29])=[O:28])=[CH:23][CH:22]=1. (2) Given the product [Cl:18][CH2:19][CH2:20][C:21]([NH:1][C:2]1[CH:10]=[CH:9][CH:8]=[CH:7][C:3]=1[C:4]([NH2:6])=[O:5])=[O:22], predict the reactants needed to synthesize it. The reactants are: [NH2:1][C:2]1[CH:10]=[CH:9][CH:8]=[CH:7][C:3]=1[C:4]([NH2:6])=[O:5].C(N(CC)CC)C.[Cl:18][CH2:19][CH2:20][C:21](Cl)=[O:22]. (3) Given the product [OH:6][C@H:3]1[CH2:4][CH2:5][N:1]([C:7]([O:9][C:10]([CH3:13])([CH3:12])[CH3:11])=[O:8])[CH2:2]1, predict the reactants needed to synthesize it. The reactants are: [NH:1]1[CH2:5][CH2:4][C@H:3]([OH:6])[CH2:2]1.[C:7](O[C:7]([O:9][C:10]([CH3:13])([CH3:12])[CH3:11])=[O:8])([O:9][C:10]([CH3:13])([CH3:12])[CH3:11])=[O:8]. (4) Given the product [C:7]([NH:11][C:12]1[N:3]2[NH:4][CH:5]=[N:6][C:2]2=[N:1][C:19]=1[C:14]1[CH:15]=[CH:16][CH:17]=[CH:18][N:13]=1)([CH3:10])([CH3:9])[CH3:8], predict the reactants needed to synthesize it. The reactants are: [NH2:1][C:2]1[N:6]=[CH:5][NH:4][N:3]=1.[C:7]([N+:11]#[C-:12])([CH3:10])([CH3:9])[CH3:8].[N:13]1[CH:18]=[CH:17][CH:16]=[CH:15][C:14]=1[CH:19]=O. (5) Given the product [Br:4][C:5]1[C:6]([OH:29])=[C:7]([NH:22][C:23](=[O:28])[C:24]([CH3:25])([CH3:27])[CH3:26])[C:8]([C:20]#[N:21])=[C:9]([CH3:19])[C:10]=1[CH:11]=[CH:12][C:13]1[CH:18]=[CH:17][CH:16]=[CH:15][CH:14]=1, predict the reactants needed to synthesize it. The reactants are: ClCCl.[Br:4][C:5]1[C:6]([O:29]C)=[C:7]([NH:22][C:23](=[O:28])[C:24]([CH3:27])([CH3:26])[CH3:25])[C:8]([C:20]#[N:21])=[C:9]([CH3:19])[C:10]=1[CH:11]=[CH:12][C:13]1[CH:18]=[CH:17][CH:16]=[CH:15][CH:14]=1.BrB(Br)Br.O. (6) Given the product [NH2:19][C:11]1[O:12][C@H:13]([C:15]([F:17])([F:16])[F:18])[CH2:14][C@:9]([C:4]2[C:3]([F:21])=[C:2]([NH:1][C:30](=[O:31])[C:27]3[CH:26]=[CH:25][C:24]([C:22]#[N:23])=[CH:29][N:28]=3)[CH:7]=[CH:6][C:5]=2[F:8])([CH3:20])[N:10]=1, predict the reactants needed to synthesize it. The reactants are: [NH2:1][C:2]1[C:3]([F:21])=[C:4]([C@:9]2([CH3:20])[CH2:14][C@@H:13]([C:15]([F:18])([F:17])[F:16])[O:12][C:11]([NH2:19])=[N:10]2)[C:5]([F:8])=[CH:6][CH:7]=1.[C:22]([C:24]1[CH:25]=[CH:26][C:27]([C:30](O)=[O:31])=[N:28][CH:29]=1)#[N:23]. (7) Given the product [Cl:25][C:26]1[CH:27]=[C:28]([O:33][CH3:34])[CH:29]=[C:30]([Cl:32])[C:31]=1[C:17]([C:16]1[CH:20]=[CH:21][C:22]([Cl:24])=[CH:23][C:15]=1[Cl:14])=[O:18], predict the reactants needed to synthesize it. The reactants are: [Al+3].[Cl-].[Cl-].[Cl-].C1([N+]([O-])=O)C=CC=CC=1.[Cl:14][C:15]1[CH:23]=[C:22]([Cl:24])[CH:21]=[CH:20][C:16]=1[C:17](Cl)=[O:18].[Cl:25][C:26]1[CH:27]=[C:28]([O:33][CH3:34])[CH:29]=[C:30]([Cl:32])[CH:31]=1. (8) Given the product [N:1]1([C:7](=[O:17])[C@@H:8]([N:16]2[CH2:29][CH2:28][C@H:27]([NH:31][C:32](=[O:33])[O:34][C:35]([CH3:37])([CH3:36])[CH3:38])[C:26]2=[O:25])[CH2:9][C:10]2[CH:11]=[CH:12][N:13]=[CH:14][CH:15]=2)[CH2:6][CH2:5][O:4][CH2:3][CH2:2]1, predict the reactants needed to synthesize it. The reactants are: [N:1]1([C:7](=[O:17])[C@@H:8]([NH2:16])[CH2:9][C:10]2[CH:15]=[CH:14][N:13]=[CH:12][CH:11]=2)[CH2:6][CH2:5][O:4][CH2:3][CH2:2]1.C([O:25][C:26](=O)[CH:27]([NH:31][C:32]([O:34][C:35]([CH3:38])([CH3:37])[CH3:36])=[O:33])[CH2:28][CH:29]=O)C1C=CC=CC=1.C(O)(=O)C.C(O[BH-](OC(=O)C)OC(=O)C)(=O)C.[Na+].